This data is from Catalyst prediction with 721,799 reactions and 888 catalyst types from USPTO. The task is: Predict which catalyst facilitates the given reaction. (1) Product: [NH2:26][C:27]1[CH:32]=[C:31]([C:15]2[N:16]=[C:11]([NH:10][C:8]3[CH:7]=[CH:6][C:5]4[N:1]=[CH:2][NH:3][C:4]=4[CH:9]=3)[C:12]3[N:13]([CH:18]=[CH:19][N:20]=3)[CH:14]=2)[CH:30]=[CH:29][CH:28]=1. The catalyst class is: 57. Reactant: [N:1]1[C:5]2[CH:6]=[CH:7][C:8]([NH:10][C:11]3[C:12]4[N:13]([CH:18]=[CH:19][N:20]=4)[CH:14]=[C:15](Br)[N:16]=3)=[CH:9][C:4]=2[NH:3][CH:2]=1.S(O)(O)(=O)=O.[NH2:26][C:27]1[CH:28]=[C:29](B(O)O)[CH:30]=[CH:31][CH:32]=1.[NH2:26][C:27]1[CH:32]=[C:31](B(O)O)[CH:30]=[CH:29][CH:28]=1.C([O-])([O-])=O.[Na+].[Na+]. (2) Reactant: [C:1]1([C@H:7]([NH:25][C:26]([O:28][C@@H:29]2[CH:34]3[CH2:35][CH2:36][N:31]([CH2:32][CH2:33]3)[CH2:30]2)=[O:27])[C:8]2[CH:9]=[C:10]([CH:22]=[CH:23][CH:24]=2)[O:11][CH2:12][C:13]2[CH:21]=[CH:20][C:16]([C:17]([OH:19])=[O:18])=[CH:15][CH:14]=2)[CH:6]=[CH:5][CH:4]=[CH:3][CH:2]=1.[Cl:37][C:38]1[CH:39]=[N+:40]([O-:58])[CH:41]=[C:42]([Cl:57])[C:43]=1[CH2:44][C@@H:45]([C:47]1[CH:52]=[CH:51][C:50]([O:53][CH3:54])=[C:49]([O:55][CH3:56])[CH:48]=1)O.CCN=C=NCCCN(C)C.Cl. Product: [Cl:57][C:42]1[CH:41]=[N+:40]([O-:58])[CH:39]=[C:38]([Cl:37])[C:43]=1[CH2:44][C@H:45]([O:18][C:17](=[O:19])[C:16]1[CH:15]=[CH:14][C:13]([CH2:12][O:11][C:10]2[CH:22]=[CH:23][CH:24]=[C:8]([C@H:7]([C:1]3[CH:6]=[CH:5][CH:4]=[CH:3][CH:2]=3)[NH:25][C:26]([O:28][C@@H:29]3[CH:34]4[CH2:35][CH2:36][N:31]([CH2:32][CH2:33]4)[CH2:30]3)=[O:27])[CH:9]=2)=[CH:21][CH:20]=1)[C:47]1[CH:52]=[CH:51][C:50]([O:53][CH3:54])=[C:49]([O:55][CH3:56])[CH:48]=1. The catalyst class is: 239. (3) Reactant: [Cl:1][C:2]1[CH:13]=[CH:12][C:11]([N+:14]([O-:16])=[O:15])=[CH:10][C:3]=1[CH2:4][NH:5][CH2:6][C:7]([CH3:9])=[CH2:8].[CH3:17][C:18]([O:21][C:22](O[C:22]([O:21][C:18]([CH3:20])([CH3:19])[CH3:17])=[O:23])=[O:23])([CH3:20])[CH3:19]. Product: [C:22]([N:5]([CH2:4][C:3]1[CH:10]=[C:11]([N+:14]([O-:16])=[O:15])[CH:12]=[CH:13][C:2]=1[Cl:1])[CH2:6][C:7]([CH3:9])=[CH2:8])([O:21][C:18]([CH3:20])([CH3:19])[CH3:17])=[O:23]. The catalyst class is: 464. (4) Reactant: [N:1]1([S:7]([C:10]2[CH:17]=[CH:16][C:13]([CH2:14][NH2:15])=[CH:12][CH:11]=2)(=[O:9])=[O:8])[CH2:6][CH2:5][CH2:4][CH2:3][CH2:2]1.[O:18]1[C:22]2=[CH:23][N:24]=[CH:25][CH:26]=[C:21]2[CH:20]=[C:19]1[C:27](O)=[O:28].CCN(C(C)C)C(C)C.F[P-](F)(F)(F)(F)F.N1(O[P+](N(C)C)(N(C)C)N(C)C)C2C=CC=CC=2N=N1. Product: [N:1]1([S:7]([C:10]2[CH:17]=[CH:16][C:13]([CH2:14][NH:15][C:27]([C:19]3[O:18][C:22]4=[CH:23][N:24]=[CH:25][CH:26]=[C:21]4[CH:20]=3)=[O:28])=[CH:12][CH:11]=2)(=[O:9])=[O:8])[CH2:2][CH2:3][CH2:4][CH2:5][CH2:6]1. The catalyst class is: 3. (5) Reactant: C[O:2][C:3]([C:5]1([CH3:18])[CH2:10][CH2:9][CH2:8][N:7]([C:11]([O:13][C:14]([CH3:17])([CH3:16])[CH3:15])=[O:12])[CH2:6]1)=O.[H-].[H-].[H-].[H-].[Li+].[Al+3]. Product: [C:14]([O:13][C:11]([N:7]1[CH2:8][CH2:9][CH2:10][C:5]([CH2:3][OH:2])([CH3:18])[CH2:6]1)=[O:12])([CH3:17])([CH3:16])[CH3:15]. The catalyst class is: 1. (6) Reactant: [Cl:1][C:2]1[C:7]2[CH:8]=[CH:9][NH:10][C:6]=2[CH:5]=[CH:4][N:3]=1.[I:11]N1C(=O)CCC1=O.C(Cl)(Cl)Cl.O. Product: [Cl:1][C:2]1[C:7]2[C:8]([I:11])=[CH:9][NH:10][C:6]=2[CH:5]=[CH:4][N:3]=1. The catalyst class is: 3. (7) Reactant: [NH2:1][C:2]1[CH:23]=[CH:22][C:5]([CH2:6][C:7]2[C:15]3[C:10](=[CH:11][CH:12]=[CH:13][CH:14]=3)[N:9]([CH2:16][C:17]([O:19][CH2:20][CH3:21])=[O:18])[N:8]=2)=[CH:4][CH:3]=1.C(N(CC)CC)C.[CH:31]1[C:40]2[C:35](=[CH:36][CH:37]=[CH:38][CH:39]=2)[CH:34]=[CH:33][C:32]=1[C:41](Cl)=[O:42].C(=O)(O)[O-].[Na+]. Product: [CH:31]1[C:40]2[C:35](=[CH:36][CH:37]=[CH:38][CH:39]=2)[CH:34]=[CH:33][C:32]=1[C:41]([NH:1][C:2]1[CH:3]=[CH:4][C:5]([CH2:6][C:7]2[C:15]3[C:10](=[CH:11][CH:12]=[CH:13][CH:14]=3)[N:9]([CH2:16][C:17]([O:19][CH2:20][CH3:21])=[O:18])[N:8]=2)=[CH:22][CH:23]=1)=[O:42]. The catalyst class is: 4. (8) Reactant: Br[C:2]1[CH:3]=[CH:4][C:5]2[S:9](=[O:11])(=[O:10])[N:8]([CH2:12][CH2:13][N:14]3[CH2:18][CH2:17][O:16][C:15]3=[O:19])[CH:7]([CH3:20])[C:6]=2[CH:21]=1.[F:22][C:23]1[CH:31]=[C:30]2[C:26]([C:27](B3OC(C)(C)C(C)(C)O3)=[CH:28][N:29]2[C:32]([O:34][C:35]([CH3:38])([CH3:37])[CH3:36])=[O:33])=[CH:25][CH:24]=1.[O-]P([O-])([O-])=O.[K+].[K+].[K+]. Product: [F:22][C:23]1[CH:31]=[C:30]2[C:26]([C:27]([C:2]3[CH:3]=[CH:4][C:5]4[S:9](=[O:11])(=[O:10])[N:8]([CH2:12][CH2:13][N:14]5[CH2:18][CH2:17][O:16][C:15]5=[O:19])[CH:7]([CH3:20])[C:6]=4[CH:21]=3)=[CH:28][N:29]2[C:32]([O:34][C:35]([CH3:38])([CH3:37])[CH3:36])=[O:33])=[CH:25][CH:24]=1. The catalyst class is: 38.